Predict the product of the given reaction. From a dataset of Forward reaction prediction with 1.9M reactions from USPTO patents (1976-2016). (1) The product is: [OH:27][C:26]1[N:1]([C:3]2[S:4][C:5]3[CH:11]=[C:10]([C:12]([OH:14])=[O:13])[CH:9]=[CH:8][C:6]=3[N:7]=2)[N:2]=[C:16]2[C:17]=1[C:18]1[CH:19]=[CH:20][CH:21]=[CH:22][C:23]=1[CH2:24][CH2:25]2. Given the reactants [NH:1]([C:3]1[S:4][C:5]2[CH:11]=[C:10]([C:12]([OH:14])=[O:13])[CH:9]=[CH:8][C:6]=2[N:7]=1)[NH2:2].O=[C:16]1[CH2:25][CH2:24][C:23]2[C:18](=[CH:19][CH:20]=[CH:21][CH:22]=2)[CH:17]1[C:26](OCC)=[O:27], predict the reaction product. (2) Given the reactants B(Br)(Br)Br.[Br:5][C:6]1[CH:7]=[C:8]([C:20]([O:23]C)=[CH:21][N:22]=1)[C:9]([NH:11][CH2:12][C:13]1[CH:18]=[CH:17][C:16]([F:19])=[CH:15][CH:14]=1)=[O:10].CO, predict the reaction product. The product is: [Br:5][C:6]1[CH:7]=[C:8]([C:20]([OH:23])=[CH:21][N:22]=1)[C:9]([NH:11][CH2:12][C:13]1[CH:14]=[CH:15][C:16]([F:19])=[CH:17][CH:18]=1)=[O:10]. (3) Given the reactants C([O-])([O-])=O.[Na+].[Na+].Br[C:8]1[S:12][CH:11]=[N:10][CH:9]=1.[OH:13][C:14]([CH3:47])([CH3:46])[CH2:15][C@@:16]1([C:40]2[CH:45]=[CH:44][CH:43]=[CH:42][CH:41]=2)[O:21][C:20](=[O:22])[N:19]([C@H:23]([C:25]2[CH:30]=[CH:29][C:28](B3OC(C)(C)C(C)(C)O3)=[CH:27][CH:26]=2)[CH3:24])[CH2:18][CH2:17]1, predict the reaction product. The product is: [OH:13][C:14]([CH3:46])([CH3:47])[CH2:15][C@@:16]1([C:40]2[CH:45]=[CH:44][CH:43]=[CH:42][CH:41]=2)[O:21][C:20](=[O:22])[N:19]([C@H:23]([C:25]2[CH:26]=[CH:27][C:28]([C:8]3[S:12][CH:11]=[N:10][CH:9]=3)=[CH:29][CH:30]=2)[CH3:24])[CH2:18][CH2:17]1. (4) Given the reactants COC(C1C=C(O)C2C(=C(N)C=CC=2)N=1)=O.C[O:18][C:19]([C:21]1[CH:30]=[C:29]([OH:31])[C:28]2[C:23](=[C:24]([OH:33])[CH:25]=[CH:26][C:27]=2[Br:32])[N:22]=1)=[O:20], predict the reaction product. The product is: [OH:31][C:29]1[C:28]2[C:23](=[C:24]([OH:33])[CH:25]=[CH:26][C:27]=2[Br:32])[N:22]=[C:21]([C:19]([OH:20])=[O:18])[CH:30]=1. (5) Given the reactants [I-].ClC1C=CC=C[N+]=1C.C(N(CC)CC)C.[CH:17]1([C:23]2[NH:27][C:26](=[O:28])[C:25]3([CH2:33][CH2:32][N:31]([S:34]([CH2:37][C:38](=O)[C:39]4[CH:44]=[CH:43][CH:42]=[CH:41][C:40]=4[CH3:45])(=[O:36])=[O:35])[CH2:30][CH2:29]3)[N:24]=2)[CH2:22][CH2:21][CH2:20][CH2:19][CH2:18]1.[OH-].[Na+], predict the reaction product. The product is: [CH:17]1([C:23]2[NH:27][C:26](=[O:28])[C:25]3([CH2:33][CH2:32][N:31]([S:34]([C:37]#[C:38][C:39]4[CH:44]=[CH:43][CH:42]=[CH:41][C:40]=4[CH3:45])(=[O:36])=[O:35])[CH2:30][CH2:29]3)[N:24]=2)[CH2:22][CH2:21][CH2:20][CH2:19][CH2:18]1.